This data is from Full USPTO retrosynthesis dataset with 1.9M reactions from patents (1976-2016). The task is: Predict the reactants needed to synthesize the given product. (1) Given the product [NH2:6][C:7]1[CH:21]=[CH:20][CH:19]=[CH:18][C:8]=1[C:9]([C:11]1[CH:16]=[CH:15][C:14]([F:17])=[CH:13][CH:12]=1)=[O:10], predict the reactants needed to synthesize it. The reactants are: CS(O)(=O)=O.[NH2:6][C:7]1[CH:21]=[CH:20][CH:19]=[CH:18][C:8]=1[C:9]([C:11]1[CH:16]=[CH:15][C:14]([F:17])=[CH:13][CH:12]=1)=[O:10].[OH-].[Na+]. (2) Given the product [NH2:8][C@@:7]1([C:12]2[CH:17]=[CH:16][CH:15]=[CH:14][C:13]=2[F:18])[CH2:11][C@H:4]([O:3][CH2:1][CH3:2])[CH2:5][C@H:6]1[CH2:10][OH:9], predict the reactants needed to synthesize it. The reactants are: [CH2:1]([O:3][C@H:4]1[CH2:11][C@:7]2([C:12]3[CH:17]=[CH:16][CH:15]=[CH:14][C:13]=3[F:18])[NH:8][O:9][CH2:10][C@@H:6]2[CH2:5]1)[CH3:2].C(=O)(O)[O-].[Na+].C(OCC)(=O)C.